Dataset: Reaction yield outcomes from USPTO patents with 853,638 reactions. Task: Predict the reaction yield, written as a fraction of the theoretical maximum amount of product (1.0 means a 100% yield; for example, 0.34 means a 34% yield). (1) The reactants are Cl.[C:2]([C:4]1[CH:5]=[CH:6][C:7]([CH3:36])=[C:8]([NH:10][C:11](=[O:35])[C:12]2[CH:17]=[CH:16][C:15]([NH:18][C:19]3[N:28]=[C:27]([C:29]4[CH:34]=[CH:33][CH:32]=[CH:31][CH:30]=4)[C:26]4[C:21](=[CH:22][CH:23]=[CH:24][CH:25]=4)[N:20]=3)=[CH:14][CH:13]=2)[CH:9]=1)#[N:3].[CH2:37]([OH:39])C. No catalyst specified. The product is [CH3:36][C:7]1[CH:6]=[CH:5][C:4]([C:2](=[NH:3])[O:39][CH3:37])=[CH:9][C:8]=1[NH:10][C:11]([C:12]1[CH:17]=[CH:16][C:15]([NH:18][C:19]2[N:28]=[C:27]([C:29]3[CH:30]=[CH:31][CH:32]=[CH:33][CH:34]=3)[C:26]3[C:21](=[CH:22][CH:23]=[CH:24][CH:25]=3)[N:20]=2)=[CH:14][CH:13]=1)=[O:35]. The yield is 1.00. (2) The reactants are [N+:1]([C:4]1[CH:9]=[CH:8][C:7]([C:10]2[N:11]=[C:12]([CH:15]3[CH2:20][CH2:19][N:18](C(OC(C)(C)C)=O)[CH2:17][CH2:16]3)[S:13][CH:14]=2)=[CH:6][CH:5]=1)([O-:3])=[O:2].[ClH:28]. The catalyst is C(OCC)(=O)C. The product is [ClH:28].[N+:1]([C:4]1[CH:5]=[CH:6][C:7]([C:10]2[N:11]=[C:12]([CH:15]3[CH2:20][CH2:19][NH:18][CH2:17][CH2:16]3)[S:13][CH:14]=2)=[CH:8][CH:9]=1)([O-:3])=[O:2]. The yield is 0.750. (3) The reactants are [CH3:1][O:2][C:3]1[CH:27]=[CH:26][C:6]([CH2:7][S:8][C:9](=[NH:25])[C:10]([C:23]#[N:24])=[C:11]([SH:22])[NH:12][C:13]([O:15][C:16]2[CH:21]=[CH:20][CH:19]=[CH:18][CH:17]=2)=[O:14])=[CH:5][CH:4]=1.N1C=CC=CC=1.II.Cl. The catalyst is C(OCC)(=O)C. The product is [C:16]1([O:15][C:13](=[O:14])[NH:12][C:11]2[S:22][N:25]=[C:9]([S:8][CH2:7][C:6]3[CH:26]=[CH:27][C:3]([O:2][CH3:1])=[CH:4][CH:5]=3)[C:10]=2[C:23]#[N:24])[CH:17]=[CH:18][CH:19]=[CH:20][CH:21]=1. The yield is 0.640. (4) The reactants are [NH2:1][C:2]1[NH:3][C:4](=[O:18])[C:5]2[CH:10]=[C:9]([C:11]3[CH:16]=[CH:15][C:14]([F:17])=[CH:13][CH:12]=3)[S:8][C:6]=2[N:7]=1.F[P-](F)(F)(F)(F)F.N1(O[P+](N(C)C)(N(C)C)N(C)C)[C:30]2C=CC=C[C:29]=2N=N1.C1CCN2C(=NCCC2)CC1.[O-]CC.[Na+]. The catalyst is CCO. The product is [CH2:29]([O:18][C:4]1[C:5]2[CH:10]=[C:9]([C:11]3[CH:12]=[CH:13][C:14]([F:17])=[CH:15][CH:16]=3)[S:8][C:6]=2[N:7]=[C:2]([NH2:1])[N:3]=1)[CH3:30]. The yield is 0.540. (5) The reactants are [CH2:1]([N:8]1[CH2:13][CH2:12][N:11]([CH2:14][CH2:15][CH2:16][C:17]([O:19][CH3:20])=[O:18])[CH2:10][CH2:9]1)[C:2]1[CH:7]=CC=CC=1.O=CCCC[NH:26][C:27](=[O:33])[O:28][C:29]([CH3:32])([CH3:31])[CH3:30].C(O[BH-](OC(=O)C)OC(=O)C)(=O)C.[Na+].C(=O)(O)[O-].[Na+]. The catalyst is ClCCl.O. The product is [C:29]([O:28][C:27]([NH:26][CH2:7][CH2:2][CH2:1][N:8]1[CH2:9][CH2:10][N:11]([CH2:14][CH2:15][CH2:16][C:17]([O:19][CH3:20])=[O:18])[CH2:12][CH2:13]1)=[O:33])([CH3:32])([CH3:31])[CH3:30]. The yield is 0.750. (6) The reactants are [Cl:1][C:2]1[CH:3]=[C:4]([CH:9]=[CH:10][CH:11]=1)[C:5]([NH:7][NH2:8])=[O:6].[Br:12][CH:13]([CH3:24])[C:14](OCC)(OCC)OCC. No catalyst specified. The product is [Br:12][CH:13]([C:24]1[O:6][C:5]([C:4]2[CH:9]=[CH:10][CH:11]=[C:2]([Cl:1])[CH:3]=2)=[N:7][N:8]=1)[CH3:14]. The yield is 0.320.